From a dataset of Catalyst prediction with 721,799 reactions and 888 catalyst types from USPTO. Predict which catalyst facilitates the given reaction. (1) Reactant: [CH:1]1[C:10]2[C:5](=[C:6]([CH2:11][C:12]([O:14]CC)=[O:13])[CH:7]=[CH:8][CH:9]=2)[CH:4]=[CH:3][N:2]=1.[OH-].[Na+].O. Product: [CH:1]1[C:10]2[C:5](=[C:6]([CH2:11][C:12]([OH:14])=[O:13])[CH:7]=[CH:8][CH:9]=2)[CH:4]=[CH:3][N:2]=1. The catalyst class is: 82. (2) Reactant: [C:1]([C:3]1[C:11]2[C:6](=[CH:7][C:8]([F:13])=[C:9]([F:12])[CH:10]=2)[NH:5][CH:4]=1)#[N:2].C(=O)([O-])[O-].[Cs+].[Cs+].[CH2:20]([O:22][C:23](=[O:35])[C:24]1[CH:29]=[CH:28][C:27](F)=[CH:26][C:25]=1[O:31][CH2:32][O:33][CH3:34])[CH3:21].O. Product: [CH2:20]([O:22][C:23](=[O:35])[C:24]1[CH:29]=[CH:28][C:27]([N:5]2[C:6]3[C:11](=[CH:10][C:9]([F:12])=[C:8]([F:13])[CH:7]=3)[C:3]([C:1]#[N:2])=[CH:4]2)=[CH:26][C:25]=1[O:31][CH2:32][O:33][CH3:34])[CH3:21]. The catalyst class is: 9. (3) Reactant: [CH3:1][O:2][C:3]1[CH:4]=[C:5]([CH:11]=[CH:12][C:13]([OH:15])=O)[CH:6]=[CH:7][C:8]=1[O:9][CH3:10].C(N1C=CN=C1)(N1C=CN=C1)=O.O[NH:29][C:30](=[NH:38])[CH2:31][C:32]1[CH:37]=[CH:36][CH:35]=[CH:34][CH:33]=1.O. Product: [CH2:31]([C:30]1[N:38]=[C:13]([CH:12]=[CH:11][C:5]2[CH:6]=[CH:7][C:8]([O:9][CH3:10])=[C:3]([O:2][CH3:1])[CH:4]=2)[O:15][N:29]=1)[C:32]1[CH:37]=[CH:36][CH:35]=[CH:34][CH:33]=1. The catalyst class is: 3. (4) Reactant: Cl[C:2]1[C:3]2[C:4](=[CH:16][N:17](CC3C=CC(OC)=CC=3)[N:18]=2)[N:5]=[C:6]([C:8]2[CH:13]=[CH:12][C:11]([O:14][CH3:15])=[CH:10][CH:9]=2)[N:7]=1.[CH3:28][O:29][C:30]1[CH:31]=[C:32]([CH:34]=[CH:35][C:36]=1[O:37][CH3:38])[NH2:33].Cl. Product: [CH3:28][O:29][C:30]1[CH:31]=[C:32]([NH:33][C:2]2[C:3]3[NH:18][N:17]=[CH:16][C:4]=3[N:5]=[C:6]([C:8]3[CH:9]=[CH:10][C:11]([O:14][CH3:15])=[CH:12][CH:13]=3)[N:7]=2)[CH:34]=[CH:35][C:36]=1[O:37][CH3:38]. The catalyst class is: 71.